Dataset: Forward reaction prediction with 1.9M reactions from USPTO patents (1976-2016). Task: Predict the product of the given reaction. (1) Given the reactants [C:1]([O:4][CH2:5][C@@H:6]1[C@@H:11]([O:12][C:13](=[O:15])[CH3:14])[C@H:10]([O:16][C:17](=[O:19])[CH3:18])[C@@H:9]([O:20][C:21](=[O:23])[CH3:22])[C@H:8]([N:24]2[C:32]3[C:27](=[C:28]([CH3:33])[CH:29]=[CH:30][CH:31]=3)[C:26]([CH2:34][C:35]3[CH:40]=[CH:39][C:38]([O:41]CC4C=CC=CC=4)=[CH:37][CH:36]=3)=[CH:25]2)[O:7]1)(=[O:3])[CH3:2].CO.O1CCCC1.C([O-])=O.[NH4+], predict the reaction product. The product is: [C:1]([O:4][CH2:5][C@@H:6]1[C@@H:11]([O:12][C:13](=[O:15])[CH3:14])[C@H:10]([O:16][C:17](=[O:19])[CH3:18])[C@@H:9]([O:20][C:21](=[O:23])[CH3:22])[C@H:8]([N:24]2[C:32]3[C:27](=[C:28]([CH3:33])[CH:29]=[CH:30][CH:31]=3)[C:26]([CH2:34][C:35]3[CH:40]=[CH:39][C:38]([OH:41])=[CH:37][CH:36]=3)=[CH:25]2)[O:7]1)(=[O:3])[CH3:2]. (2) Given the reactants N(OCCC(C)C)=O.N[C:10]1[CH:28]=[C:27]([F:29])[C:26]([N:30]2[C:35](=[O:36])[CH:34]=[C:33]([C:37]([F:40])([F:39])[F:38])[N:32]([CH3:41])[C:31]2=[O:42])=[CH:25][C:11]=1[O:12][C:13]1[C:14]([O:19][CH2:20][C:21]([O:23][CH3:24])=[O:22])=[N:15][CH:16]=[CH:17][CH:18]=1.[ClH:43], predict the reaction product. The product is: [Cl:43][C:10]1[CH:28]=[C:27]([F:29])[C:26]([N:30]2[C:35](=[O:36])[CH:34]=[C:33]([C:37]([F:40])([F:39])[F:38])[N:32]([CH3:41])[C:31]2=[O:42])=[CH:25][C:11]=1[O:12][C:13]1[C:14]([O:19][CH2:20][C:21]([O:23][CH3:24])=[O:22])=[N:15][CH:16]=[CH:17][CH:18]=1. (3) Given the reactants [Br:1][C:2]1[CH:3]=[CH:4][C:5]([Cl:9])=[C:6]([OH:8])[CH:7]=1.[H-].[Na+].[CH3:12][O:13][C:14]1[CH:21]=[CH:20][C:17]([CH2:18]Br)=[CH:16][CH:15]=1, predict the reaction product. The product is: [Br:1][C:2]1[CH:3]=[CH:4][C:5]([Cl:9])=[C:6]([O:8][CH2:18][C:17]2[CH:20]=[CH:21][C:14]([O:13][CH3:12])=[CH:15][CH:16]=2)[CH:7]=1. (4) Given the reactants [Br:1][C:2]1[CH:3]=[C:4]2[C:9](=[CH:10][CH:11]=1)[N:8]=[C:7](Cl)[CH:6]=[CH:5]2.[CH3:13][O-:14].[Na+], predict the reaction product. The product is: [Br:1][C:2]1[CH:3]=[C:4]2[C:9](=[CH:10][CH:11]=1)[N:8]=[C:7]([O:14][CH3:13])[CH:6]=[CH:5]2. (5) Given the reactants C([O:3][C:4](=[O:21])[CH:5]([C:12]1[CH:17]=[CH:16][C:15]([S:18][CH3:19])=[C:14]([Cl:20])[CH:13]=1)[CH2:6][CH:7]1[CH2:11][CH2:10][CH2:9][CH2:8]1)C.[OH-].[K+].Cl, predict the reaction product. The product is: [Cl:20][C:14]1[CH:13]=[C:12]([CH:5]([CH2:6][CH:7]2[CH2:11][CH2:10][CH2:9][CH2:8]2)[C:4]([OH:21])=[O:3])[CH:17]=[CH:16][C:15]=1[S:18][CH3:19]. (6) Given the reactants [CH2:1]([N:3]([CH2:26][CH3:27])[C:4]1[N:9]=[C:8]([C:10]2[O:14][N:13]=[C:12]([C:15]3[CH:20]=[C:19]([CH3:21])[C:18]([OH:22])=[C:17]([CH2:23][CH3:24])[CH:16]=3)[N:11]=2)[CH:7]=[C:6]([CH3:25])[N:5]=1)[CH3:2].C([O-])([O-])=O.[K+].[K+].C[O:35][C:36](=O)[CH:37](Cl)[C:38](OC)=[O:39].[BH4-].[Na+], predict the reaction product. The product is: [CH2:26]([N:3]([CH2:1][CH3:2])[C:4]1[N:9]=[C:8]([C:10]2[O:14][N:13]=[C:12]([C:15]3[CH:20]=[C:19]([CH3:21])[C:18]([O:22][CH:37]([CH2:38][OH:39])[CH2:36][OH:35])=[C:17]([CH2:23][CH3:24])[CH:16]=3)[N:11]=2)[CH:7]=[C:6]([CH3:25])[N:5]=1)[CH3:27]. (7) Given the reactants [NH2:1][C:2]1[CH:3]=[CH:4][C:5]2[O:9][C:8]([CH:10]([NH:17][C:18]3[CH:23]=[CH:22][C:21]([C:24]([N:26]([CH3:34])[CH2:27][CH2:28][C:29]([O:31][CH2:32][CH3:33])=[O:30])=[O:25])=[CH:20][CH:19]=3)[CH:11]3[CH2:16][CH2:15][CH2:14][CH2:13][CH2:12]3)=[C:7]([CH3:35])[C:6]=2[CH:36]=1.C(N(CC)CC)C.[C:44](OC(=O)C)(=[O:46])[CH3:45].C(=O)([O-])O.[Na+], predict the reaction product. The product is: [C:44]([NH:1][C:2]1[CH:3]=[CH:4][C:5]2[O:9][C:8]([CH:10]([NH:17][C:18]3[CH:23]=[CH:22][C:21]([C:24]([N:26]([CH3:34])[CH2:27][CH2:28][C:29]([O:31][CH2:32][CH3:33])=[O:30])=[O:25])=[CH:20][CH:19]=3)[CH:11]3[CH2:12][CH2:13][CH2:14][CH2:15][CH2:16]3)=[C:7]([CH3:35])[C:6]=2[CH:36]=1)(=[O:46])[CH3:45]. (8) The product is: [Br:1]/[CH:2]=[CH:3]\[CH:18]([CH3:19])[CH2:17][CH2:16][CH2:15][C:13]([CH3:22])([O:12][Si:9]([C:5]([CH3:8])([CH3:7])[CH3:6])([CH3:11])[CH3:10])[CH3:14]. Given the reactants [Br:1][CH:2]=[CH:3]Br.[C:5]([Si:9]([O:12][C:13]([CH3:22])([CH2:15][CH2:16][CH2:17][CH:18](C)[CH:19]=C)[CH3:14])([CH3:11])[CH3:10])([CH3:8])([CH3:7])[CH3:6], predict the reaction product. (9) Given the reactants [CH2:1]([N:3]1[C:7]([NH:8][C:9](=[O:25])[C@@H:10]([NH:18][CH2:19][C:20]([O:22][CH2:23][CH3:24])=[O:21])[CH2:11][C:12]2[CH:17]=[CH:16][CH:15]=[CH:14][CH:13]=2)=[CH:6][C:5]([C:26]2[CH:31]=[CH:30][N:29]=[CH:28][CH:27]=2)=[N:4]1)[CH3:2].[ClH:32], predict the reaction product. The product is: [ClH:32].[ClH:32].[CH2:1]([N:3]1[C:7]([NH:8][C:9](=[O:25])[C@@H:10]([NH:18][CH2:19][C:20]([O:22][CH2:23][CH3:24])=[O:21])[CH2:11][C:12]2[CH:13]=[CH:14][CH:15]=[CH:16][CH:17]=2)=[CH:6][C:5]([C:26]2[CH:27]=[CH:28][N:29]=[CH:30][CH:31]=2)=[N:4]1)[CH3:2]. (10) The product is: [Cl:23][C:24]1[CH:29]=[CH:28][C:27]([NH:30][C:31]([NH:15][C:5]([O:4][CH2:2][CH3:3])=[CH:6][C:7](=[O:14])[C:8]2[CH:9]=[CH:10][CH:11]=[CH:12][CH:13]=2)=[O:32])=[CH:26][CH:25]=1. Given the reactants Cl.[CH2:2]([O:4][C:5](=[NH:15])[CH2:6][C:7](=[O:14])[C:8]1[CH:13]=[CH:12][CH:11]=[CH:10][CH:9]=1)[CH3:3].CCN(CC)CC.[Cl:23][C:24]1[CH:29]=[CH:28][C:27]([N:30]=[C:31]=[O:32])=[CH:26][CH:25]=1.O, predict the reaction product.